From a dataset of Forward reaction prediction with 1.9M reactions from USPTO patents (1976-2016). Predict the product of the given reaction. (1) Given the reactants [C:1]([O:4][C@H:5]1[C@@H:13]([CH2:14][O:15][C:16](=[O:18])[CH3:17])[O:12][C@H:11]2[C@H:7]([N:8]=[C:9]([CH3:19])[O:10]2)[C@H:6]1[O:20][C:21](=[O:23])[CH3:22])(=[O:3])[CH3:2].[CH2:24]([O:31][C:32](=[O:44])[CH2:33][O:34][CH2:35][CH2:36][O:37][CH2:38][CH2:39][O:40][CH2:41][CH2:42][OH:43])[C:25]1[CH:30]=[CH:29][CH:28]=[CH:27][CH:26]=1.O([Si](C)(C)C)S(C(F)(F)F)(=O)=O.C(N(CC)CC)C, predict the reaction product. The product is: [CH2:24]([O:31][C:32](=[O:44])[CH2:33][O:34][CH2:35][CH2:36][O:37][CH2:38][CH2:39][O:40][CH2:41][CH2:42][O:43][C@H:11]1[C@H:7]([NH:8][C:9](=[O:10])[CH3:19])[C@@H:6]([O:20][C:21](=[O:23])[CH3:22])[C@@H:5]([O:4][C:1](=[O:3])[CH3:2])[C@@H:13]([CH2:14][O:15][C:16](=[O:18])[CH3:17])[O:12]1)[C:25]1[CH:26]=[CH:27][CH:28]=[CH:29][CH:30]=1. (2) Given the reactants [C:1]([C:3](=[N:9]O)[C:4]([O:6][CH2:7][CH3:8])=[O:5])#[N:2].C([O-])(O)=O.[Na+].S(S([O-])=O)([O-])=O.[Na+].[Na+].[Na+].[Cl-], predict the reaction product. The product is: [N:2]#[C:1][C@@H:3]([C:4]([O:6][CH2:7][CH3:8])=[O:5])[NH2:9]. (3) The product is: [CH:4]12[CH2:14][CH:8]([CH2:7][C:6](=[O:19])[CH2:5]1)[CH2:9][C:2](=[O:1])[CH2:3]2. Given the reactants [OH:1][C:2]1[CH:9](C(OC)=O)[CH:8]2[CH2:14][CH:4]([CH:5](C(OC)=O)[C:6]([OH:19])=[C:7]2C(OC)=O)[C:3]=1C(OC)=O.Cl.O.C(O)(=O)C, predict the reaction product. (4) Given the reactants [CH2:1]([O:3][C:4]([C@H:6]1[CH2:11][CH2:10][C@H:9]([O:12][C:13]2[N:14]=[N:15][C:16](Cl)=[CH:17][CH:18]=2)[CH2:8][CH2:7]1)=[O:5])[CH3:2].C(N(CC)CC)C, predict the reaction product. The product is: [CH2:1]([O:3][C:4]([C@H:6]1[CH2:11][CH2:10][C@H:9]([O:12][C:13]2[N:14]=[N:15][CH:16]=[CH:17][CH:18]=2)[CH2:8][CH2:7]1)=[O:5])[CH3:2]. (5) Given the reactants [CH2:1]([N:8]1[CH:12]=[C:11]([CH2:13][CH2:14][CH2:15][CH2:16][CH2:17][CH2:18][OH:19])[N:10]=[N:9]1)[C:2]1[CH:7]=[CH:6][CH:5]=[CH:4][CH:3]=1.I([O-])(=O)(=O)=[O:21].[Na+].C(#N)C, predict the reaction product. The product is: [CH2:1]([N:8]1[CH:12]=[C:11]([CH2:13][CH2:14][CH2:15][CH2:16][CH2:17][C:18]([OH:21])=[O:19])[N:10]=[N:9]1)[C:2]1[CH:7]=[CH:6][CH:5]=[CH:4][CH:3]=1. (6) Given the reactants Cl[C:2]1[C:3](=[O:27])[O:4][C:5]([CH:22]2[CH2:26][CH2:25][CH2:24][CH2:23]2)([CH2:9][CH2:10][C:11]2[CH:16]=[CH:15][C:14]([O:17][CH:18]([CH3:20])[CH3:19])=[C:13](F)[CH:12]=2)[CH2:6][C:7]=1[OH:8].BrC1C=CC(OC(C)C)=C(F)C=1.[Cl:40]C1C(=O)OC(CCC2C=CC(OC)=C(Cl)C=2)(C2CCCC2)CC=1O.ClC1C2NC(S)=NC=2C=C(C(F)(F)F)C=1.[Cl:80][C:81]1[CH:93]=[CH:92][C:84]2[N:85]([CH:89](C)C)[C:86]([SH:88])=[N:87][C:83]=2[CH:82]=1, predict the reaction product. The product is: [Cl:40][C:13]1[CH:12]=[C:11]([CH2:10][CH2:9][C:5]2([CH:22]3[CH2:23][CH2:24][CH2:25][CH2:26]3)[O:4][C:3](=[O:27])[C:2]([S:88][C:86]3[N:85]([CH3:89])[C:84]4[CH:92]=[CH:93][C:81]([Cl:80])=[CH:82][C:83]=4[N:87]=3)=[C:7]([OH:8])[CH2:6]2)[CH:16]=[CH:15][C:14]=1[O:17][CH:18]([CH3:20])[CH3:19]. (7) Given the reactants [CH3:1][O:2][C:3]1[CH:11]=[C:10]2[C:6]([CH2:7][C:8](=[O:12])[NH:9]2)=[CH:5][CH:4]=1.[CH3:13][N:14]([CH3:30])[CH2:15][CH2:16][CH2:17][C:18]1[C:19]2[CH2:29][CH2:28][CH2:27][CH2:26][CH2:25][C:20]=2[NH:21][C:22]=1[CH:23]=O.N1CCCCC1, predict the reaction product. The product is: [CH3:30][N:14]([CH3:13])[CH2:15][CH2:16][CH2:17][C:18]1[C:19]2[CH2:29][CH2:28][CH2:27][CH2:26][CH2:25][C:20]=2[NH:21][C:22]=1/[CH:23]=[C:7]1\[C:8](=[O:12])[NH:9][C:10]2[C:6]\1=[CH:5][CH:4]=[C:3]([O:2][CH3:1])[CH:11]=2.